From a dataset of Forward reaction prediction with 1.9M reactions from USPTO patents (1976-2016). Predict the product of the given reaction. (1) Given the reactants C[Mg]I.C([O:6][CH2:7][CH3:8])C.[CH2:9](OCC)C.[Br:14][C:15]1[N:20]=[C:19]([C:21](C)([CH3:27])[C:22](OCC)=O)[CH:18]=[CH:17][CH:16]=1.P(=O)(O)(O)O, predict the reaction product. The product is: [Br:14][C:15]1[N:20]=[C:19]([C:21]([CH3:22])([CH3:27])[C:7]([CH3:8])([OH:6])[CH3:9])[CH:18]=[CH:17][CH:16]=1. (2) Given the reactants [Na+].[I-].Br[CH2:4][C:5]1[CH:12]=[CH:11][C:8]([C:9]#[N:10])=[CH:7][CH:6]=1.N1([C:18]2[CH2:23][CH2:22][CH2:21][CH2:20][CH:19]=2)CCCC1.[OH2:24], predict the reaction product. The product is: [O:24]=[C:18]1[CH2:23][CH2:22][CH2:21][CH2:20][CH:19]1[CH2:4][C:5]1[CH:12]=[CH:11][C:8]([C:9]#[N:10])=[CH:7][CH:6]=1. (3) Given the reactants Br[C:2]1[N:7]=[CH:6][C:5]([C:8]2[N:13]=[C:12]3[N:14]([CH2:27][O:28][CH2:29][CH2:30][Si:31]([CH3:34])([CH3:33])[CH3:32])[C:15]([O:17][C@H:18]4[C@H:22]5[O:23][CH2:24][C@@H:25]([OH:26])[C@H:21]5[O:20][CH2:19]4)=[N:16][C:11]3=[CH:10][C:9]=2[Cl:35])=[CH:4][CH:3]=1.[Br:36][C:37]1[CH:42]=[CH:41][C:40](B(O)O)=[CH:39][CH:38]=1, predict the reaction product. The product is: [Br:36][C:37]1[CH:42]=[CH:41][C:40]([C:2]2[N:7]=[CH:6][C:5]([C:8]3[N:13]=[C:12]4[N:14]([CH2:27][O:28][CH2:29][CH2:30][Si:31]([CH3:32])([CH3:33])[CH3:34])[C:15]([O:17][C@H:18]5[C@H:22]6[O:23][CH2:24][C@@H:25]([OH:26])[C@H:21]6[O:20][CH2:19]5)=[N:16][C:11]4=[CH:10][C:9]=3[Cl:35])=[CH:4][CH:3]=2)=[CH:39][CH:38]=1. (4) Given the reactants [OH:1][C:2]1[CH:7]=[CH:6][C:5](B(O)O)=[CH:4][CH:3]=1.I[C:12]1[N:17]=[C:16]([NH2:18])[N:15]=[C:14]([NH:19][CH3:20])[CH:13]=1, predict the reaction product. The product is: [NH2:18][C:16]1[N:17]=[C:12]([C:5]2[CH:6]=[CH:7][C:2]([OH:1])=[CH:3][CH:4]=2)[CH:13]=[C:14]([NH:19][CH3:20])[N:15]=1. (5) Given the reactants [N:1]([CH2:4][C:5]([O:7][CH2:8][CH3:9])=[O:6])=[N+:2]=[N-:3].[CH3:10][C:11]([S:14]([NH:16][C@@H:17]([C:20]1[CH:25]=[CH:24][C:23]([O:26][CH2:27][C:28]([F:31])([F:30])[F:29])=[CH:22][N:21]=1)[C:18]#[CH:19])=[O:15])([CH3:13])[CH3:12].O=C1O[C@H]([C@H](CO)O)C([O-])=C1O.[Na+].C(O)CCC.O, predict the reaction product. The product is: [CH2:8]([O:7][C:5](=[O:6])[CH2:4][N:1]1[CH:19]=[C:18]([C@H:17]([NH:16][S:14]([C:11]([CH3:13])([CH3:12])[CH3:10])=[O:15])[C:20]2[CH:25]=[CH:24][C:23]([O:26][CH2:27][C:28]([F:31])([F:29])[F:30])=[CH:22][N:21]=2)[N:3]=[N:2]1)[CH3:9]. (6) Given the reactants [Br:1][C:2]1[C:7]([C:8]([NH2:10])=O)=[CH:6][C:5]([NH:11][C:12]([NH:14][CH2:15][CH3:16])=[O:13])=[N:4][CH:3]=1.COC1C=CC(P2(SP(C3C=CC(OC)=CC=3)(=S)S2)=[S:26])=CC=1, predict the reaction product. The product is: [Br:1][C:2]1[C:7]([C:8](=[S:26])[NH2:10])=[CH:6][C:5]([NH:11][C:12]([NH:14][CH2:15][CH3:16])=[O:13])=[N:4][CH:3]=1. (7) The product is: [CH3:1][O:2][C:3]1[C:23]([O:24][CH3:25])=[C:22]([O:26][CH3:27])[CH:21]=[C:20]([CH3:28])[C:4]=1[C:5]([C:7]1[C:8]([O:18][CH3:19])=[CH:9][N:10]=[C:11]([Br:38])[C:12]=1[C:13]([F:16])([F:15])[F:14])=[O:6]. Given the reactants [CH3:1][O:2][C:3]1[C:23]([O:24][CH3:25])=[C:22]([O:26][CH3:27])[CH:21]=[C:20]([CH3:28])[C:4]=1[C:5]([C:7]1[C:12]([C:13]([F:16])([F:15])[F:14])=[CH:11][N+:10]([O-])=[CH:9][C:8]=1[O:18][CH3:19])=[O:6].C1(C)C=CC=CC=1.P(Br)(Br)([Br:38])=O, predict the reaction product. (8) Given the reactants COC(C1C=C(O)C2C(=C(N)C=CC=2)N=1)=O.C[O:18][C:19]([C:21]1[CH:30]=[C:29]([NH2:31])[C:28]2[C:23](=[C:24]([OH:32])[CH:25]=[CH:26][CH:27]=2)[N:22]=1)=[O:20], predict the reaction product. The product is: [NH2:31][C:29]1[C:28]2[C:23](=[C:24]([OH:32])[CH:25]=[CH:26][CH:27]=2)[N:22]=[C:21]([C:19]([OH:20])=[O:18])[CH:30]=1. (9) Given the reactants [CH3:1][O:2][C:3]([C:5]1[N:6]([N:12]2C(=O)C3C(=CC=CC=3)C2=O)[C:7]([Cl:11])=[C:8]([Cl:10])[CH:9]=1)=[O:4].O.NN, predict the reaction product. The product is: [CH3:1][O:2][C:3]([C:5]1[N:6]([NH2:12])[C:7]([Cl:11])=[C:8]([Cl:10])[CH:9]=1)=[O:4]. (10) Given the reactants [OH:1][C:2]12[C:13]3[C:8](=[C:9]([N+:14]([O-])=O)[CH:10]=[CH:11][CH:12]=3)[C:7](=[O:17])[C:6]1([NH:18][C:19]([C:21]1[NH:25][N:24]=[C:23]([CH3:26])[CH:22]=1)=[O:20])[C:5]1[CH:27]=[CH:28][C:29]([CH:31]([CH3:33])[CH3:32])=[CH:30][C:4]=1[O:3]2.C(O)C, predict the reaction product. The product is: [NH2:14][C:9]1[CH:10]=[CH:11][CH:12]=[C:13]2[C:8]=1[C:7](=[O:17])[C:6]1([NH:18][C:19]([C:21]3[NH:25][N:24]=[C:23]([CH3:26])[CH:22]=3)=[O:20])[C:5]3[CH:27]=[CH:28][C:29]([CH:31]([CH3:33])[CH3:32])=[CH:30][C:4]=3[O:3][C:2]12[OH:1].